Dataset: Catalyst prediction with 721,799 reactions and 888 catalyst types from USPTO. Task: Predict which catalyst facilitates the given reaction. Reactant: [C:1]1([CH2:7][C:8]([C:22]2[CH:27]=[CH:26][CH:25]=[C:24]([O:28][C:29]([F:32])([F:31])[F:30])[CH:23]=2)([C:11]2[CH:16]=[CH:15][CH:14]=[C:13]([O:17][C:18]([F:21])([F:20])[F:19])[CH:12]=2)[C:9]#[N:10])[CH:6]=[CH:5][CH:4]=[CH:3][CH:2]=1. Product: [C:1]1([CH2:7][C:8]([C:11]2[CH:16]=[CH:15][CH:14]=[C:13]([O:17][C:18]([F:19])([F:20])[F:21])[CH:12]=2)([C:22]2[CH:27]=[CH:26][CH:25]=[C:24]([O:28][C:29]([F:32])([F:31])[F:30])[CH:23]=2)[CH2:9][NH2:10])[CH:6]=[CH:5][CH:4]=[CH:3][CH:2]=1. The catalyst class is: 319.